From a dataset of Catalyst prediction with 721,799 reactions and 888 catalyst types from USPTO. Predict which catalyst facilitates the given reaction. (1) Product: [Br:27][C:24]1[CH:23]=[CH:22][C:21]([C:19](=[O:20])[CH2:18][NH:17][C:12]([CH2:13][N:8]([CH2:9][C:10]([OH:11])=[O:15])[C:6]([O:5][C:1]([CH3:2])([CH3:3])[CH3:4])=[O:7])=[O:14])=[CH:26][CH:25]=1. Reactant: [C:1]([O:5][C:6]([N:8]1[CH2:13][C:12](=[O:14])[O:11][C:10](=[O:15])[CH2:9]1)=[O:7])([CH3:4])([CH3:3])[CH3:2].Cl.[NH2:17][CH2:18][C:19]([C:21]1[CH:26]=[CH:25][C:24]([Br:27])=[CH:23][CH:22]=1)=[O:20].CN1CCOCC1. The catalyst class is: 9. (2) Reactant: [OH-].[K+].[CH3:3][NH:4][C:5]1[CH:6]=[CH:7][C:8]2[N:9]([N:11]=[C:12]([C:25]3[CH:30]=[CH:29][CH:28]=[CH:27][CH:26]=3)[C:13]=2[CH2:14][C:15]2[N:20]=[C:19]([C:21]([O:23]C)=[O:22])[CH:18]=[CH:17][CH:16]=2)[CH:10]=1.Cl. Product: [CH3:3][NH:4][C:5]1[CH:6]=[CH:7][C:8]2[N:9]([N:11]=[C:12]([C:25]3[CH:30]=[CH:29][CH:28]=[CH:27][CH:26]=3)[C:13]=2[CH2:14][C:15]2[N:20]=[C:19]([C:21]([OH:23])=[O:22])[CH:18]=[CH:17][CH:16]=2)[CH:10]=1. The catalyst class is: 5. (3) Reactant: C([O:8][C@@H:9]1[C@@H:14]([O:15]CC2C=CC=CC=2)[C@H:13]([O:23]CC2C=CC=CC=2)[C@@H:12]([CH2:31][O:32]CC2C=CC=CC=2)[O:11][C@H:10]1[C:40]1[S:44][C:43]2[CH:45]=[CH:46][CH:47]=[C:48]([CH2:49][CH2:50][C:51]3[CH:56]=[CH:55][CH:54]=[CH:53][CH:52]=3)[C:42]=2[CH:41]=1)C1C=CC=CC=1.C(S)C.C(=O)([O-])[O-].[K+].[K+]. Product: [C@@H:10]1([C:40]2[S:44][C:43]3[CH:45]=[CH:46][CH:47]=[C:48]([CH2:49][CH2:50][C:51]4[CH:56]=[CH:55][CH:54]=[CH:53][CH:52]=4)[C:42]=3[CH:41]=2)[O:11][C@H:12]([CH2:31][OH:32])[C@@H:13]([OH:23])[C@H:14]([OH:15])[C@H:9]1[OH:8]. The catalyst class is: 4. (4) Reactant: [C:1]([O:5][C:6]([N:8]1[CH2:12][C@@H:11]([C:13]([O:15][CH2:16][CH3:17])=[O:14])[C@H:10](C(O)=O)[CH2:9]1)=[O:7])([CH3:4])([CH3:3])[CH3:2].[CH2:21]([OH:28])[C:22]1[CH:27]=[CH:26][CH:25]=[CH:24][CH:23]=1.C1(P(N=[N+]=[N-])(C2C=CC=CC=2)=[O:36])C=CC=CC=1.CC[N:48]([CH:52](C)C)C(C)C. Product: [C:1]([O:5][C:6]([N:8]1[CH2:12][C@@H:11]([C:13]([O:15][CH2:16][CH3:17])=[O:14])[C@H:10]([NH:48][C:52](=[O:36])[O:28][CH2:21][C:22]2[CH:27]=[CH:26][CH:25]=[CH:24][CH:23]=2)[CH2:9]1)=[O:7])([CH3:2])([CH3:3])[CH3:4]. The catalyst class is: 11. (5) Reactant: [CH3:1][O:2][C:3]([C:5]1[CH:10]=[CH:9][C:8](Br)=[CH:7][N:6]=1)=[O:4].[CH:12]([C:15]1[CH:16]=[C:17](B(O)O)[CH:18]=[CH:19][CH:20]=1)([CH3:14])[CH3:13].[F-].[Cs+]. The catalyst class is: 564. Product: [CH3:1][O:2][C:3]([C:5]1[CH:10]=[CH:9][C:8]([C:19]2[CH:18]=[CH:17][CH:16]=[C:15]([CH:12]([CH3:14])[CH3:13])[CH:20]=2)=[CH:7][N:6]=1)=[O:4]. (6) Reactant: [C:1]1([CH3:15])[CH:6]=[CH:5][C:4]([C:7]2[CH:8]=[C:9]([C:12]([OH:14])=O)[S:10][CH:11]=2)=[CH:3][CH:2]=1.[Li]CC[CH2:19][CH3:20].C(I)C.CN([C:27]([O:31][N:32]1N=NC2C=CC=C[C:33]1=2)=[N+](C)C)C.[B-](F)(F)(F)F.CNOC.CCN(C(C)C)C(C)C. Product: [CH3:27][O:31][N:32]([CH3:33])[C:12]([C:9]1[S:10][C:11]([CH2:19][CH3:20])=[C:7]([C:4]2[CH:3]=[CH:2][C:1]([CH3:15])=[CH:6][CH:5]=2)[CH:8]=1)=[O:14]. The catalyst class is: 721. (7) Reactant: C([O:8][CH2:9][CH2:10][CH2:11][CH2:12][CH2:13][C@@H:14]1[O:17][C:16](=[O:18])[C@H:15]1[CH2:19][CH2:20][CH2:21][CH2:22][CH2:23][CH3:24])C1C=CC=CC=1.[H][H]. Product: [OH:8][CH2:9][CH2:10][CH2:11][CH2:12][CH2:13][C@@H:14]1[O:17][C:16](=[O:18])[C@H:15]1[CH2:19][CH2:20][CH2:21][CH2:22][CH2:23][CH3:24]. The catalyst class is: 78. (8) Reactant: [OH:1][C:2]1[CH:9]=[CH:8][C:5]([CH:6]=[O:7])=[CH:4][CH:3]=1.Br[CH2:11][CH:12]1[CH2:17][CH2:16][CH2:15][CH2:14][CH2:13]1.C([O-])([O-])=O.[K+].[K+]. Product: [CH:12]1([CH2:11][O:1][C:2]2[CH:9]=[CH:8][C:5]([CH:6]=[O:7])=[CH:4][CH:3]=2)[CH2:17][CH2:16][CH2:15][CH2:14][CH2:13]1. The catalyst class is: 23. (9) The catalyst class is: 16. Reactant: [NH:1]1[CH2:6][CH2:5][C:4]2([O:11][C:10]3[C:12]4[C:17]([C:18](=[O:21])[C:19](=[O:20])[C:9]=3[S:8][CH2:7]2)=[CH:16][CH:15]=[CH:14][CH:13]=4)[CH2:3][CH2:2]1.Cl[C:23]1[CH:28]=[N:27][CH:26]=[CH:25][N:24]=1.C(N(CC)CC)C. Product: [N:24]1[CH:25]=[CH:26][N:27]=[CH:28][C:23]=1[N:1]1[CH2:2][CH2:3][C:4]2([O:11][C:10]3[C:12]4[C:17]([C:18](=[O:21])[C:19](=[O:20])[C:9]=3[S:8][CH2:7]2)=[CH:16][CH:15]=[CH:14][CH:13]=4)[CH2:5][CH2:6]1.